From a dataset of Peptide-MHC class II binding affinity with 134,281 pairs from IEDB. Regression. Given a peptide amino acid sequence and an MHC pseudo amino acid sequence, predict their binding affinity value. This is MHC class II binding data. (1) The peptide sequence is AALPLLFFALAGQRI. The MHC is DRB5_0101 with pseudo-sequence DRB5_0101. The binding affinity (normalized) is 0.817. (2) The peptide sequence is MFFVKNPTDTGHGTV. The MHC is DRB1_0701 with pseudo-sequence DRB1_0701. The binding affinity (normalized) is 0.374. (3) The peptide sequence is EKKYFAAIQFEPLAA. The binding affinity (normalized) is 0.679. The MHC is HLA-DQA10501-DQB10201 with pseudo-sequence HLA-DQA10501-DQB10201. (4) The peptide sequence is RQAGVQYSR. The MHC is DRB1_1101 with pseudo-sequence DRB1_1101. The binding affinity (normalized) is 0.